Dataset: Forward reaction prediction with 1.9M reactions from USPTO patents (1976-2016). Task: Predict the product of the given reaction. (1) Given the reactants [C:1]([C:3]1[CH:8]=[CH:7][C:6]([OH:9])=[CH:5][CH:4]=1)#[N:2].[Cl:10][C:11]1[C:12](F)=[CH:13][C:14]2[O:19][CH:18]([C:20]([F:23])([F:22])[F:21])[C:17]([C:24]([O:26]CC)=[O:25])=[CH:16][C:15]=2[CH:29]=1, predict the reaction product. The product is: [Cl:10][C:11]1[C:12]([O:9][C:6]2[CH:7]=[CH:8][C:3]([C:1]#[N:2])=[CH:4][CH:5]=2)=[CH:13][C:14]2[O:19][CH:18]([C:20]([F:22])([F:21])[F:23])[C:17]([C:24]([OH:26])=[O:25])=[CH:16][C:15]=2[CH:29]=1. (2) Given the reactants Br[C:2]1[CH:7]=[CH:6][CH:5]=[CH:4][N:3]=1.[C:8]1(B(O)O)[CH2:13][CH2:12][CH2:11][CH2:10][CH:9]=1.C([O-])([O-])=O.[Na+].[Na+], predict the reaction product. The product is: [C:8]1([C:2]2[CH:7]=[CH:6][CH:5]=[CH:4][N:3]=2)[CH2:13][CH2:12][CH2:11][CH2:10][CH:9]=1. (3) Given the reactants [CH3:1][N:2]1[CH:6]=[C:5]([C:7]2[C:15]3[C:10](=[N:11][CH:12]=[C:13]([OH:16])[CH:14]=3)[N:9]([CH2:17][O:18][CH2:19][CH2:20][Si:21]([CH3:24])([CH3:23])[CH3:22])[CH:8]=2)[CH:4]=[N:3]1.Br[CH2:26][CH2:27][CH2:28][CH2:29][CH2:30][CH3:31].C([O-])([O-])=O.[K+].[K+], predict the reaction product. The product is: [CH2:26]([O:16][C:13]1[CH:14]=[C:15]2[C:7]([C:5]3[CH:4]=[N:3][N:2]([CH3:1])[CH:6]=3)=[CH:8][N:9]([CH2:17][O:18][CH2:19][CH2:20][Si:21]([CH3:24])([CH3:23])[CH3:22])[C:10]2=[N:11][CH:12]=1)[CH2:27][CH2:28][CH2:29][CH2:30][CH3:31].